This data is from Forward reaction prediction with 1.9M reactions from USPTO patents (1976-2016). The task is: Predict the product of the given reaction. Given the reactants BrC=C([C:5]1[CH:6]=[C:7]([CH:12]=[CH:13][CH:14]=1)[C:8]([NH:10][CH3:11])=[O:9])C.P([O-])([O-])([O-])=O.[K+].[K+].[K+].N1CCC[C@H]1C(O)=O.[CH3:31][N:32]1[CH2:45][CH2:44][C:35]2[NH:36][C:37]3[CH:38]=[CH:39][C:40]([CH3:43])=[CH:41][C:42]=3[C:34]=2[CH2:33]1, predict the reaction product. The product is: [CH3:31][N:32]1[CH2:45][CH2:44][C:35]2[N:36]([C:7]3([CH:6]=[CH:5][CH:14]=[CH:13][CH2:12]3)[C:8]([NH:10][CH3:11])=[O:9])[C:37]3[CH:38]=[CH:39][C:40]([CH3:43])=[CH:41][C:42]=3[C:34]=2[CH2:33]1.